This data is from Full USPTO retrosynthesis dataset with 1.9M reactions from patents (1976-2016). The task is: Predict the reactants needed to synthesize the given product. Given the product [CH3:13][O:12][C:9]1[CH:10]=[C:11]2[C:6](=[CH:7][C:8]=1[O:14][CH3:15])[N:5]=[CH:4][N:3]=[C:2]2[N:26]1[CH2:25][CH2:24][CH:23]([NH:22][C:21]([NH:42][C:43]2[CH:44]=[CH:45][C:46]([N:49]3[CH2:53][CH2:52][CH2:51][CH2:50]3)=[CH:47][CH:48]=2)=[O:29])[CH2:28][CH2:27]1, predict the reactants needed to synthesize it. The reactants are: Cl[C:2]1[C:11]2[C:6](=[CH:7][C:8]([O:14][CH3:15])=[C:9]([O:12][CH3:13])[CH:10]=2)[N:5]=[CH:4][N:3]=1.C(O[C:21](=[O:29])[NH:22][CH:23]1[CH2:28][CH2:27][NH:26][CH2:25][CH2:24]1)(C)(C)C.Cl.[N+](C1C=CC(OC(=O)[NH:42][C:43]2[CH:48]=[CH:47][C:46]([N:49]3[CH2:53][CH2:52][CH2:51][CH2:50]3)=[CH:45][CH:44]=2)=CC=1)([O-])=O.